This data is from Reaction yield outcomes from USPTO patents with 853,638 reactions. The task is: Predict the reaction yield, written as a fraction of the theoretical maximum amount of product (1.0 means a 100% yield; for example, 0.34 means a 34% yield). (1) The reactants are [CH3:1][S:2][C:3]1[N:8]=[CH:7][C:6]2=[CH:9][CH:10]=[C:11]([C:12]3[CH:13]=[C:14]([NH2:18])[CH:15]=[CH:16][CH:17]=3)[N:5]2[N:4]=1.C(N(CC)C(C)C)(C)C.C(=O)([O-])[O-].[K+].[K+].Cl[CH2:35][CH2:36][CH2:37][S:38](Cl)(=[O:40])=[O:39]. The catalyst is CN(C)C=O.CCOC(C)=O.O. The product is [O:39]=[S:38]1(=[O:40])[CH2:37][CH2:36][CH2:35][N:18]1[C:14]1[CH:13]=[C:12]([C:11]2[N:5]3[C:6]([CH:7]=[N:8][C:3]([S:2][CH3:1])=[N:4]3)=[CH:9][CH:10]=2)[CH:17]=[CH:16][CH:15]=1. The yield is 0.460. (2) The reactants are [CH:1]1[C:10]2[C:5](=[CH:6][CH:7]=[CH:8][CH:9]=2)[CH:4]=[CH:3][N+:2]=1[O-].P(Cl)(Cl)([Cl:14])=O. The catalyst is C(Cl)(Cl)Cl. The product is [Cl:14][C:1]1[C:10]2[C:5](=[CH:6][CH:7]=[CH:8][CH:9]=2)[CH:4]=[CH:3][N:2]=1. The yield is 0.449. (3) The reactants are [CH2:1]([NH2:8])[CH2:2][CH2:3][CH2:4][CH2:5][CH2:6][CH3:7].[C:9]1(=[O:16])[O:15][CH2:14][CH2:13][CH2:12][CH2:11][CH2:10]1. No catalyst specified. The product is [CH2:1]([NH:8][C:14](=[O:15])[CH2:13][CH2:12][CH2:11][CH2:10][CH2:9][OH:16])[CH2:2][CH2:3][CH2:4][CH2:5][CH2:6][CH3:7]. The yield is 0.780. (4) The catalyst is C(#N)C. The product is [CH3:22][O:21][C:19](=[O:20])[CH2:18][CH2:17][CH2:16][CH2:15][CH2:14][NH:13][S:8]([C:4]1[CH:3]=[N:2][CH:7]=[CH:6][CH:5]=1)(=[O:10])=[O:9]. The yield is 0.760. The reactants are Cl.[N:2]1[CH:7]=[CH:6][CH:5]=[C:4]([S:8](Cl)(=[O:10])=[O:9])[CH:3]=1.Cl.[NH2:13][CH2:14][CH2:15][CH2:16][CH2:17][CH2:18][C:19]([O:21][CH3:22])=[O:20].C(N(CC)CC)C. (5) The reactants are [CH3:1][S:2][CH2:3][CH2:4][CH2:5][S:6](Cl)(=[O:8])=[O:7].[NH3:10]. The catalyst is C1COCC1. The product is [CH3:1][S:2][CH2:3][CH2:4][CH2:5][S:6]([NH2:10])(=[O:8])=[O:7]. The yield is 0.840. (6) The reactants are [F:1][C:2]1[CH:7]=[CH:6][C:5]([N:8]2[C:11](=[O:12])[C@H:10]([S:13][CH2:14][C:15]([C:17]3[CH:22]=[CH:21][C:20]([O:23][CH3:24])=[CH:19][CH:18]=3)=[O:16])[C@H:9]2[C:25]2[CH:35]=[CH:34][C:28]([O:29][CH2:30][C:31]([OH:33])=O)=[CH:27][CH:26]=2)=[CH:4][CH:3]=1.Cl.[NH2:37][CH2:38][C:39]([O:41]C(C)(C)C)=[O:40].CN1CCOCC1.CN(C(ON1N=NC2C=CC=CC1=2)=[N+](C)C)C.[B-](F)(F)(F)F.FC(F)(F)C(O)=O. The catalyst is C(Cl)Cl. The product is [F:1][C:2]1[CH:3]=[CH:4][C:5]([N:8]2[C:11](=[O:12])[C@H:10]([S:13][CH2:14][C:15]([C:17]3[CH:22]=[CH:21][C:20]([O:23][CH3:24])=[CH:19][CH:18]=3)=[O:16])[C@H:9]2[C:25]2[CH:35]=[CH:34][C:28]([O:29][CH2:30][C:31]([NH:37][CH2:38][C:39]([OH:41])=[O:40])=[O:33])=[CH:27][CH:26]=2)=[CH:6][CH:7]=1. The yield is 0.950. (7) The catalyst is O1CCOCC1.O. The reactants are [F:1][C:2]([C:12]1[CH:17]=[CH:16][C:15](I)=[CH:14][CH:13]=1)([CH3:11])[CH2:3][NH:4][S:5]([CH:8]([CH3:10])[CH3:9])(=[O:7])=[O:6].[C:19]1(OB(O)O)[CH:24]=[CH:23][CH:22]=[CH:21][CH:20]=1.C(=O)([O-])[O-].[K+].[K+].O. The yield is 0.340. The product is [F:1][C:2]([C:12]1[CH:17]=[CH:16][C:15]([C:19]2[CH:24]=[CH:23][CH:22]=[CH:21][CH:20]=2)=[CH:14][CH:13]=1)([CH3:11])[CH2:3][NH:4][S:5]([CH:8]([CH3:10])[CH3:9])(=[O:7])=[O:6]. (8) The reactants are [Li+].[OH-].[Cl:3][C:4]1[O:8][N:7]=[C:6]([C:9]([O:11]CC)=[O:10])[CH:5]=1. The catalyst is CCO. The product is [Cl:3][C:4]1[O:8][N:7]=[C:6]([C:9]([OH:11])=[O:10])[CH:5]=1. The yield is 0.860.